Dataset: Reaction yield outcomes from USPTO patents with 853,638 reactions. Task: Predict the reaction yield, written as a fraction of the theoretical maximum amount of product (1.0 means a 100% yield; for example, 0.34 means a 34% yield). (1) The yield is 0.0400. The reactants are FC(F)(F)C([O-])=O.[Br:8][C:9]1[CH:30]=[CH:29][C:12]([CH2:13][C:14]2[CH:15]=[N:16][C:17]3[N:18]([N:20]=[CH:21][C:22]=3[C:23]([NH:25][CH2:26][CH2:27][NH3+:28])=[O:24])[CH:19]=2)=[CH:11][CH:10]=1.[NH:31]1[CH:35]=[CH:34][CH:33]=[C:32]1[C:36](O)=[O:37].CN(C(ON1N=NC2C=CC=CC1=2)=[N+](C)C)C.[B-](F)(F)(F)F.C(N(CC)CC)C. The catalyst is CN(C=O)C. The product is [Br:8][C:9]1[CH:10]=[CH:11][C:12]([CH2:13][C:14]2[CH:15]=[N:16][C:17]3[N:18]([N:20]=[CH:21][C:22]=3[C:23]([NH:25][CH2:26][CH2:27][NH:28][C:36]([C:32]3[NH:31][CH:35]=[CH:34][CH:33]=3)=[O:37])=[O:24])[CH:19]=2)=[CH:29][CH:30]=1. (2) The reactants are Br[CH:2]=[C:3]1[C:9]2[CH:10]=[CH:11][CH:12]=[CH:13][C:8]=2[CH2:7][O:6][C:5]2[C:14]([O:18][CH3:19])=[CH:15][CH:16]=[CH:17][C:4]1=2.[N+:20]([C:23]1[CH:24]=[C:25](B(O)O)[CH:26]=[CH:27][CH:28]=1)([O-:22])=[O:21]. The catalyst is C(OCC)C. The product is [CH3:19][O:18][C:14]1[C:5]2[O:6][CH2:7][C:8]3[CH:13]=[CH:12][CH:11]=[CH:10][C:9]=3/[C:3](=[CH:2]\[C:27]3[CH:26]=[CH:25][CH:24]=[C:23]([N+:20]([O-:22])=[O:21])[CH:28]=3)/[C:4]=2[CH:17]=[CH:16][CH:15]=1. The yield is 0.330. (3) The reactants are C[O:2][C:3]([C:5]1([C:8]2[CH:9]=[CH:10][C:11]3[O:15][C:14](=[O:16])[NH:13][C:12]=3[CH:17]=2)[CH2:7][CH2:6]1)=[O:4].O[Li].O. The catalyst is CO.O. The product is [O:16]=[C:14]1[NH:13][C:12]2[CH:17]=[C:8]([C:5]3([C:3]([OH:4])=[O:2])[CH2:7][CH2:6]3)[CH:9]=[CH:10][C:11]=2[O:15]1. The yield is 0.840. (4) The reactants are B(Cl)([C@H]1[C@H](C)[C@H]2C(C)(C)[C@@H](C2)C1)[C@H]1[C@H](C)[C@@H]2C(C)(C)[C@@H](C2)C1.[Cl:23][CH2:24][C:25]([C:27]1[CH:28]=[C:29]([NH:33][S:34]([C:37]2[CH:42]=[CH:41][CH:40]=[CH:39][CH:38]=2)(=[O:36])=[O:35])[CH:30]=[CH:31][CH:32]=1)=[O:26]. The catalyst is O1CCCC1. The product is [Cl:23][CH2:24][C@@H:25]([C:27]1[CH:28]=[C:29]([NH:33][S:34]([C:37]2[CH:42]=[CH:41][CH:40]=[CH:39][CH:38]=2)(=[O:36])=[O:35])[CH:30]=[CH:31][CH:32]=1)[OH:26]. The yield is 0.840. (5) The reactants are C[O:2][C:3](=O)[CH:4]=[C:5]1[C:11]2[CH:12]=[CH:13][C:14]([Cl:16])=[CH:15][C:10]=2[CH2:9][CH2:8][C:7]2[CH:17]=[CH:18][CH:19]=[CH:20][C:6]1=2.[H-].C([Al+]CC(C)C)C(C)C.C1(C)C=CC=CC=1. No catalyst specified. The product is [Cl:16][C:14]1[CH:13]=[CH:12][C:11]2[C:5](=[CH:4][CH2:3][OH:2])[C:6]3[CH:20]=[CH:19][CH:18]=[CH:17][C:7]=3[CH2:8][CH2:9][C:10]=2[CH:15]=1. The yield is 0.870. (6) The reactants are Cl[C:2]1[C:11]2[CH2:10][N:9]([C@H:12]([CH:21]([CH3:23])[CH3:22])[C:13]([N:15]3[CH2:18][CH:17]([C:19]#[N:20])[CH2:16]3)=[O:14])[C:8](=[O:24])[C:7]3=[CH:25][NH:26][C:5]([C:6]=23)=[N:4][CH:3]=1.[CH3:27][Al](C)C. The catalyst is C1C=CC([P]([Pd]([P](C2C=CC=CC=2)(C2C=CC=CC=2)C2C=CC=CC=2)([P](C2C=CC=CC=2)(C2C=CC=CC=2)C2C=CC=CC=2)[P](C2C=CC=CC=2)(C2C=CC=CC=2)C2C=CC=CC=2)(C2C=CC=CC=2)C2C=CC=CC=2)=CC=1.O1CCOCC1. The product is [CH3:22][CH:21]([CH3:23])[C@@H:12]([N:9]1[C:8](=[O:24])[C:7]2=[CH:25][NH:26][C:5]3[C:6]2=[C:11]([C:2]([CH3:27])=[CH:3][N:4]=3)[CH2:10]1)[C:13]([N:15]1[CH2:18][CH:17]([C:19]#[N:20])[CH2:16]1)=[O:14]. The yield is 0.290. (7) The reactants are [CH:1]1([CH2:6][C@H:7]([NH:14][C:15](=[O:21])[O:16][C:17]([CH3:20])([CH3:19])[CH3:18])[CH2:8]OS(C)(=O)=O)[CH2:5][CH2:4][CH2:3][CH2:2]1.[CH3:22][NH2:23]. No catalyst specified. The product is [CH:1]1([CH2:6][C@H:7]([NH:14][C:15](=[O:21])[O:16][C:17]([CH3:20])([CH3:19])[CH3:18])[CH2:8][NH:23][CH3:22])[CH2:5][CH2:4][CH2:3][CH2:2]1. The yield is 0.430. (8) The catalyst is O1CCOCC1.C1C=CC(P(C2C=CC=CC=2)C2C=CC=CC=2)=CC=1.C1C=CC(P(C2C=CC=CC=2)C2C=CC=CC=2)=CC=1.Cl[Pd]Cl. The yield is 0.490. The reactants are [CH2:1]([O:3][C:4]([C:6]1[CH:7]=[C:8]2[C:13](=[CH:14][CH:15]=1)[NH:12][CH:11]([C:16]1[CH:21]=[CH:20][CH:19]=[C:18](Br)[CH:17]=1)[C:10]([CH3:24])([CH3:23])[CH2:9]2)=[O:5])[CH3:2].[C:25]([C:29]1[CH:34]=[CH:33][C:32](B(O)O)=[CH:31][CH:30]=1)([CH3:28])([CH3:27])[CH3:26].C(=O)([O-])[O-].[Na+].[Na+].C(OCC)(=O)C. The product is [CH2:1]([O:3][C:4]([C:6]1[CH:7]=[C:8]2[C:13](=[CH:14][CH:15]=1)[NH:12][CH:11]([C:16]1[CH:17]=[C:18]([C:32]3[CH:33]=[CH:34][C:29]([C:25]([CH3:28])([CH3:27])[CH3:26])=[CH:30][CH:31]=3)[CH:19]=[CH:20][CH:21]=1)[C:10]([CH3:24])([CH3:23])[CH2:9]2)=[O:5])[CH3:2].